Predict the reaction yield, written as a fraction of the theoretical maximum amount of product (1.0 means a 100% yield; for example, 0.34 means a 34% yield). From a dataset of Reaction yield outcomes from USPTO patents with 853,638 reactions. The reactants are [NH2:1][C:2]1[S:3][CH2:4][C@@H:5]2[CH2:10][CH2:9][CH2:8][C@:6]2([C:11]2[CH:12]=[CH:13][C:14]([F:18])=[C:15]([OH:17])[CH:16]=2)[N:7]=1.[C:19]([O:23][C:24](O[C:24]([O:23][C:19]([CH3:22])([CH3:21])[CH3:20])=[O:25])=[O:25])([CH3:22])([CH3:21])[CH3:20].O. The catalyst is O1CCOCC1.C([O-])(O)=O.[Na+]. The product is [F:18][C:14]1[CH:13]=[CH:12][C:11]([C@:6]23[CH2:8][CH2:9][CH2:10][CH:5]2[CH2:4][S:3][C:2]([NH:1][C:24](=[O:25])[O:23][C:19]([CH3:22])([CH3:21])[CH3:20])=[N:7]3)=[CH:16][C:15]=1[OH:17]. The yield is 0.610.